This data is from Catalyst prediction with 721,799 reactions and 888 catalyst types from USPTO. The task is: Predict which catalyst facilitates the given reaction. (1) Reactant: [F-].C([N+](CCCC)(CCCC)CCCC)CCC.O1CCCC1.[Si]([O:31][CH2:32][C@@H:33]1[N:40]([C:41](=[O:77])[C@@H:42]2[CH2:46][C@@H:45]([F:47])[CH2:44][N:43]2[C:48]([C:50]2[S:54][C:53]3=[N:55][C@:56]([C:67]4[CH:68]=[N:69][C:70]([Cl:73])=[CH:71][CH:72]=4)([CH3:66])[C@@H:57]([C:58]4[CH:63]=[CH:62][C:61]([Cl:64])=[C:60]([F:65])[CH:59]=4)[N:52]3[C:51]=2[CH:74]([CH3:76])[CH3:75])=[O:49])[CH2:39][C:36]2([CH2:38][CH2:37]2)[N:35](C(=O)C(F)(F)F)[CH2:34]1)(C(C)(C)C)(C)C. Product: [Cl:64][C:61]1[CH:62]=[CH:63][C:58]([C@H:57]2[N:52]3[C:53]([S:54][C:50]([C:48]([N:43]4[CH2:44][C@H:45]([F:47])[CH2:46][C@H:42]4[C:41]([N:40]4[CH2:39][C:36]5([CH2:37][CH2:38]5)[NH:35][CH2:34][C@@H:33]4[CH2:32][OH:31])=[O:77])=[O:49])=[C:51]3[CH:74]([CH3:75])[CH3:76])=[N:55][C@:56]2([C:67]2[CH:68]=[N:69][C:70]([Cl:73])=[CH:71][CH:72]=2)[CH3:66])=[CH:59][C:60]=1[F:65]. The catalyst class is: 13. (2) Reactant: [Cl:1][C:2]1[CH:7]=[CH:6][C:5]([S:8](Cl)(=[O:10])=[O:9])=[C:4]([N+:12]([O-:14])=[O:13])[CH:3]=1.[Cl:15][C:16]1[CH:25]=[CH:24][C:23]2[C:18](=[C:19]([NH2:26])[CH:20]=[CH:21][CH:22]=2)[N:17]=1.N1C=CC=CC=1. Product: [Cl:1][C:2]1[CH:7]=[CH:6][C:5]([S:8]([NH:26][C:19]2[CH:20]=[CH:21][CH:22]=[C:23]3[C:18]=2[N:17]=[C:16]([Cl:15])[CH:25]=[CH:24]3)(=[O:10])=[O:9])=[C:4]([N+:12]([O-:14])=[O:13])[CH:3]=1. The catalyst class is: 79. (3) Reactant: [CH:1]([C:3]1[S:7][C:6]([CH2:8][C:9]([O:11][CH3:12])=[O:10])=[CH:5][CH:4]=1)=[O:2].[BH4-].[Na+].C(O)(=O)C. Product: [OH:2][CH2:1][C:3]1[S:7][C:6]([CH2:8][C:9]([O:11][CH3:12])=[O:10])=[CH:5][CH:4]=1. The catalyst class is: 111. (4) Reactant: Cl[C:2]1[C:7]([Cl:8])=[N:6][CH:5]=[CH:4][N:3]=1.CC1(C)C(C)(C)OB([C:17]2[C:26]3[C:21](=[CH:22][CH:23]=[CH:24][CH:25]=3)[C:20]([C:27]#[N:28])=[CH:19][CH:18]=2)O1.C(=O)([O-])[O-].[Na+].[Na+]. The catalyst class is: 12. Product: [Cl:8][C:7]1[C:2]([C:17]2[C:26]3[C:21](=[CH:22][CH:23]=[CH:24][CH:25]=3)[C:20]([C:27]#[N:28])=[CH:19][CH:18]=2)=[N:3][CH:4]=[CH:5][N:6]=1. (5) Reactant: [C:1]([OH:4])(=O)[CH3:2].Cl.Cl.[NH2:7][C@@H:8]([CH2:22][C:23]1[CH:28]=[CH:27][CH:26]=[C:25]([O:29][CH2:30][CH2:31][CH2:32][CH2:33][CH2:34][CH3:35])[CH:24]=1)[C@H:9]([OH:21])[CH2:10][NH:11][CH2:12][C:13]1[CH:18]=[CH:17][CH:16]=[C:15]([CH2:19][CH3:20])[CH:14]=1.CN(C(ON1N=NC2C=CC=NC1=2)=[N+](C)C)C.F[P-](F)(F)(F)(F)F.C(N(CC)C(C)C)(C)C. Product: [CH2:19]([C:15]1[CH:14]=[C:13]([CH:18]=[CH:17][CH:16]=1)[CH2:12][NH:11][CH2:10][C@@H:9]([OH:21])[C@@H:8]([NH:7][C:1](=[O:4])[CH3:2])[CH2:22][C:23]1[CH:28]=[CH:27][CH:26]=[C:25]([O:29][CH2:30][CH2:31][CH2:32][CH2:33][CH2:34][CH3:35])[CH:24]=1)[CH3:20]. The catalyst class is: 2. (6) Reactant: [F:1][C:2]([O:10][C:11]([F:20])([F:19])[C:12]([F:18])([F:17])[C:13]([F:16])([F:15])[F:14])([C:6]([F:9])([F:8])[F:7])[C:3]([OH:5])=[O:4].[Cl-].[C:22]1([S+:28]([C:35]2[CH:40]=[CH:39][CH:38]=[CH:37][CH:36]=2)[C:29]2[CH:34]=[CH:33][CH:32]=[CH:31][CH:30]=2)[CH:27]=[CH:26][CH:25]=[CH:24][CH:23]=1.C(C(C)=O)C(C)C. Product: [F:1][C:2]([O:10][C:11]([F:19])([F:20])[C:12]([F:18])([F:17])[C:13]([F:14])([F:15])[F:16])([C:6]([F:9])([F:8])[F:7])[C:3]([O-:5])=[O:4].[C:35]1([S+:28]([C:22]2[CH:23]=[CH:24][CH:25]=[CH:26][CH:27]=2)[C:29]2[CH:34]=[CH:33][CH:32]=[CH:31][CH:30]=2)[CH:36]=[CH:37][CH:38]=[CH:39][CH:40]=1. The catalyst class is: 4. (7) Reactant: [NH2:1][C:2]1[CH:3]=[CH:4][CH:5]=[C:6]2[C:11]=1[C:10](=[O:12])[N:9]([C:13]1[CH:18]=[CH:17][CH:16]=[C:15]([C:19]([F:22])([F:21])[F:20])[CH:14]=1)[N:8]=[CH:7]2.[N:23]1[CH:28]=[CH:27][N:26]=[CH:25][C:24]=1[C:29](O)=[O:30].CN(C(ON1N=NC2C=CC=NC1=2)=[N+](C)C)C.F[P-](F)(F)(F)(F)F.CCN(C(C)C)C(C)C. Product: [O:12]=[C:10]1[C:11]2[C:6](=[CH:5][CH:4]=[CH:3][C:2]=2[NH:1][C:29]([C:24]2[CH:25]=[N:26][CH:27]=[CH:28][N:23]=2)=[O:30])[CH:7]=[N:8][N:9]1[C:13]1[CH:18]=[CH:17][CH:16]=[C:15]([C:19]([F:22])([F:21])[F:20])[CH:14]=1. The catalyst class is: 136.